This data is from Full USPTO retrosynthesis dataset with 1.9M reactions from patents (1976-2016). The task is: Predict the reactants needed to synthesize the given product. (1) Given the product [C:1](=[O:10])([O:6][CH:7]([CH3:9])[CH3:8])[O:2][CH:3]([I:11])[CH3:4], predict the reactants needed to synthesize it. The reactants are: [C:1](=[O:10])([O:6][CH:7]([CH3:9])[CH3:8])[O:2][CH:3](Cl)[CH3:4].[I-:11].[Na+].C1C=CC=CC=1. (2) Given the product [CH3:24][O:23][C:18](=[O:22])[CH:19]([CH3:21])[CH2:20][C:4]([CH3:6])([N+:1]([O-:3])=[O:2])[CH3:5], predict the reactants needed to synthesize it. The reactants are: [N+:1]([CH:4]([CH3:6])[CH3:5])([O-:3])=[O:2].C1CCN2C(=NCCC2)CC1.[C:18]([O:23][CH3:24])(=[O:22])[C:19]([CH3:21])=[CH2:20]. (3) Given the product [CH3:30][O:31][C:32](=[O:56])[C@@H:33]([CH2:35][S:36][C:37]([C:50]1[CH:55]=[CH:54][CH:53]=[CH:52][CH:51]=1)([C:38]1[CH:39]=[CH:40][CH:41]=[CH:42][CH:43]=1)[C:44]1[CH:49]=[CH:48][CH:47]=[CH:46][CH:45]=1)[NH:34][C:26]([C:10]1[NH:11][C:12]2[C:8]([CH:9]=1)=[CH:7][C:6]([O:5][CH2:4][CH2:3][O:2][CH3:1])=[CH:14][C:13]=2[N:15]([CH3:25])[S:16]([C:19]1[CH:24]=[CH:23][CH:22]=[CH:21][N:20]=1)(=[O:18])=[O:17])=[O:28], predict the reactants needed to synthesize it. The reactants are: [CH3:1][O:2][CH2:3][CH2:4][O:5][C:6]1[CH:7]=[C:8]2[C:12](=[C:13]([N:15]([CH3:25])[S:16]([C:19]3[CH:24]=[CH:23][CH:22]=[CH:21][N:20]=3)(=[O:18])=[O:17])[CH:14]=1)[NH:11][C:10]([C:26]([OH:28])=O)=[CH:9]2.Cl.[CH3:30][O:31][C:32](=[O:56])[C@@H:33]([CH2:35][S:36][C:37]([C:50]1[CH:55]=[CH:54][CH:53]=[CH:52][CH:51]=1)([C:44]1[CH:49]=[CH:48][CH:47]=[CH:46][CH:45]=1)[C:38]1[CH:43]=[CH:42][CH:41]=[CH:40][CH:39]=1)[NH2:34].N1(O)C2C=CC=CC=2N=N1.Cl.CN(C)CCCN=C=NCC. (4) Given the product [OH:2][CH2:3][CH2:4][O:5][C:6]1[CH:14]=[C:13]2[C:9]([C:10]3[C:18]([C:19]4[CH:24]=[CH:23][CH:22]=[C:21]([N:25]5[C:34](=[O:35])[C:33]6[C:28](=[CH:29][CH:30]=[CH:31][CH:32]=6)[N:27]=[CH:26]5)[C:20]=4[CH3:36])=[CH:17][N:16]=[C:15]([C:37]([NH2:39])=[O:38])[C:11]=3[NH:12]2)=[CH:8][CH:7]=1, predict the reactants needed to synthesize it. The reactants are: C[O:2][CH2:3][CH2:4][O:5][C:6]1[CH:14]=[C:13]2[C:9]([C:10]3[C:18]([C:19]4[CH:24]=[CH:23][CH:22]=[C:21]([N:25]5[C:34](=[O:35])[C:33]6[C:28](=[CH:29][CH:30]=[CH:31][CH:32]=6)[N:27]=[CH:26]5)[C:20]=4[CH3:36])=[CH:17][N:16]=[C:15]([C:37]([NH2:39])=[O:38])[C:11]=3[NH:12]2)=[CH:8][CH:7]=1.BrB(Br)Br. (5) Given the product [C:5]([O:11][C@@H:10]1[C@@H:9]([CH2:12][O:13][C:9](=[O:8])[CH3:10])[O:8][CH:7]=[CH:6][C@H:5]1[OH:4])(=[O:4])[CH3:6], predict the reactants needed to synthesize it. The reactants are: C([O:4][C@H:5]1[C@H:10]([OH:11])[C@@H:9]([CH2:12][OH:13])[O:8][CH:7]=[CH:6]1)(=O)C.